From a dataset of Forward reaction prediction with 1.9M reactions from USPTO patents (1976-2016). Predict the product of the given reaction. (1) Given the reactants C([O:8][C:9]1[CH:10]=[C:11]([O:15][S:16]([C:19]2[CH:24]=[CH:23][CH:22]=[CH:21][C:20]=2[Cl:25])(=[O:18])=[O:17])[CH:12]=[CH:13][CH:14]=1)C1C=CC=CC=1, predict the reaction product. The product is: [OH:8][C:9]1[CH:10]=[C:11]([O:15][S:16]([C:19]2[CH:24]=[CH:23][CH:22]=[CH:21][C:20]=2[Cl:25])(=[O:18])=[O:17])[CH:12]=[CH:13][CH:14]=1. (2) Given the reactants [CH2:1]([N:3]1[CH2:8][CH2:7][N:6]([S:9]([C:12]2[CH:13]=[C:14]([C:23]3[NH:24][C:25](=[O:42])[C:26]4[C:27](=[C:29]([CH2:39][CH2:40][CH3:41])[N:30]([CH2:32][C:33]5[CH:38]=[CH:37][CH:36]=[CH:35][N:34]=5)[N:31]=4)[N:28]=3)[C:15]([O:18][CH2:19][CH2:20][O:21][CH3:22])=[N:16][CH:17]=2)(=[O:11])=[O:10])[CH2:5][CH2:4]1)C.C(C1N(C)N=C2C(=O)NC(C3C(O[C@H](C)COC)=NC=C(S(N4CCN(CC)CC4)(=O)=O)C=3)=NC=12)C, predict the reaction product. The product is: [CH3:22][O:21][CH2:20][CH2:19][O:18][C:15]1[C:14]([C:23]2[NH:24][C:25](=[O:42])[C:26]3[C:27](=[C:29]([CH2:39][CH2:40][CH3:41])[N:30]([CH2:32][C:33]4[CH:38]=[CH:37][CH:36]=[CH:35][N:34]=4)[N:31]=3)[N:28]=2)=[CH:13][C:12]([S:9]([N:6]2[CH2:7][CH2:8][N:3]([CH3:1])[CH2:4][CH2:5]2)(=[O:10])=[O:11])=[CH:17][N:16]=1. (3) Given the reactants [Cl:1][C:2]1[CH:3]=[C:4]([C:8]#[C:9][C:10]2[N:11]=[C:12]([CH3:27])[N:13]([C:15]3[N:20]=[C:19]([N:21]4[CH2:26][CH2:25][S:24][CH2:23][CH2:22]4)[CH:18]=[CH:17][CH:16]=3)[CH:14]=2)[CH:5]=[CH:6][CH:7]=1.[OH2:28].C(=O)(O)[O-:30].[Na+], predict the reaction product. The product is: [Cl:1][C:2]1[CH:3]=[C:4]([C:8]#[C:9][C:10]2[N:11]=[C:12]([CH3:27])[N:13]([C:15]3[N:20]=[C:19]([N:21]4[CH2:22][CH2:23][S:24](=[O:30])(=[O:28])[CH2:25][CH2:26]4)[CH:18]=[CH:17][CH:16]=3)[CH:14]=2)[CH:5]=[CH:6][CH:7]=1.